Task: Predict the product of the given reaction.. Dataset: Forward reaction prediction with 1.9M reactions from USPTO patents (1976-2016) (1) Given the reactants Br[C:2]1[CH:12]=[CH:11][C:5]2[O:6][C:7]([F:10])([F:9])[O:8][C:4]=2[CH:3]=1.C(#N)C.C(N(CC)CC)C, predict the reaction product. The product is: [CH3:5][O:6][C:7]([C:2]1[CH:12]=[CH:11][C:5]2[O:6][C:7]([F:10])([F:9])[O:8][C:4]=2[CH:3]=1)=[O:8]. (2) Given the reactants [N+:1]([C:4]1[CH:9]=[CH:8][C:7]([CH2:10][CH2:11][C:12](=[S:14])[NH2:13])=[CH:6][CH:5]=1)([O-:3])=[O:2].Cl[CH2:16][CH:17]=O, predict the reaction product. The product is: [N+:1]([C:4]1[CH:5]=[CH:6][C:7]([CH2:10][CH2:11][C:12]2[S:14][CH:16]=[CH:17][N:13]=2)=[CH:8][CH:9]=1)([O-:3])=[O:2]. (3) Given the reactants [N:1]1([C:5]2[N:10]=[C:9]([NH:11][C:12](=[O:33])[C:13](=O)[NH:14][NH:15][C:16]3[N:17]=[N:18][C:19]([C:22]4[CH:27]=[CH:26][CH:25]=[CH:24][C:23]=4[C:28]([F:31])([F:30])[F:29])=[CH:20][CH:21]=3)[CH:8]=[CH:7][CH:6]=2)[CH2:4][CH2:3][CH2:2]1.O, predict the reaction product. The product is: [N:1]1([C:5]2[N:10]=[C:9]([NH:11][C:12]([C:13]3[N:17]4[N:18]=[C:19]([C:22]5[CH:27]=[CH:26][CH:25]=[CH:24][C:23]=5[C:28]([F:31])([F:30])[F:29])[CH:20]=[CH:21][C:16]4=[N:15][N:14]=3)=[O:33])[CH:8]=[CH:7][CH:6]=2)[CH2:4][CH2:3][CH2:2]1. (4) Given the reactants F[C:2]1[C:11]2[N:10]([CH2:12][C:13]3[CH:18]=[CH:17][C:16]([N:19]4[CH:23]=[CH:22][CH:21]=[N:20]4)=[CH:15][CH:14]=3)[CH:9]=[C:8]3[C:24](=[O:34])[N:25]([C:27]4[CH:32]=[CH:31][CH:30]=[CH:29][C:28]=4[F:33])[N:26]=[C:7]3[C:6]=2[C:5](F)=[CH:4][CH:3]=1.Cl.Cl.[F:38][C:39]1[C:40]([NH:45][C@@H:46]2[CH2:51][CH2:50][CH2:49][CH2:48][C@H:47]2[NH2:52])=[N:41][CH:42]=[CH:43][CH:44]=1.C(=O)([O-])[O-].[K+].[K+], predict the reaction product. The product is: [F:33][C:28]1[CH:29]=[CH:30][CH:31]=[CH:32][C:27]=1[N:25]1[C:24](=[O:34])[C:8]2=[CH:9][N:52]([C@@H:47]3[CH2:48][CH2:49][CH2:50][CH2:51][C@H:46]3[NH:45][C:40]3[C:39]([F:38])=[CH:44][CH:43]=[CH:42][N:41]=3)[C:5]3[CH:4]=[CH:3][CH:2]=[C:11]([NH:10][CH2:12][C:13]4[CH:18]=[CH:17][C:16]([N:19]5[CH:23]=[CH:22][CH:21]=[N:20]5)=[CH:15][CH:14]=4)[C:6]=3[C:7]2=[N:26]1.